Dataset: Full USPTO retrosynthesis dataset with 1.9M reactions from patents (1976-2016). Task: Predict the reactants needed to synthesize the given product. Given the product [C:21]([O:24][CH2:25][CH2:26][CH2:27][N:12]1[C:13]2[CH:18]=[CH:17][N:16]=[C:15]([NH2:19])[C:14]=2[N:20]=[C:11]1[S:10][C:3]1[CH:4]=[C:5]([O:8][CH3:9])[CH:6]=[CH:7][C:2]=1[I:1])(=[O:23])[CH3:22], predict the reactants needed to synthesize it. The reactants are: [I:1][C:2]1[CH:7]=[CH:6][C:5]([O:8][CH3:9])=[CH:4][C:3]=1[S:10][C:11]1[NH:12][C:13]2[CH:18]=[CH:17][N:16]=[C:15]([NH2:19])[C:14]=2[N:20]=1.[C:21]([O:24][CH2:25][CH2:26][CH2:27]Br)(=[O:23])[CH3:22].C([O-])([O-])=O.[Cs+].[Cs+].C(OCCCN1C2C=CN=C(N)C=2N=C1SC1C(Br)=CC2OCOC=2C=1)(=O)C.